Dataset: Reaction yield outcomes from USPTO patents with 853,638 reactions. Task: Predict the reaction yield, written as a fraction of the theoretical maximum amount of product (1.0 means a 100% yield; for example, 0.34 means a 34% yield). The reactants are [OH-].[K+].[CH2:3]([O:6][C:7]1[CH:16]=[C:15]([OH:17])[C:14]([CH:18]([CH3:20])[CH3:19])=[CH:13][C:8]=1[C:9]([O:11]C)=[O:10])[CH:4]=[CH2:5]. The catalyst is CO.O. The product is [CH2:3]([O:6][C:7]1[CH:16]=[C:15]([OH:17])[C:14]([CH:18]([CH3:20])[CH3:19])=[CH:13][C:8]=1[C:9]([OH:11])=[O:10])[CH:4]=[CH2:5]. The yield is 0.880.